This data is from Forward reaction prediction with 1.9M reactions from USPTO patents (1976-2016). The task is: Predict the product of the given reaction. Given the reactants [N+:1]([C:4]1[CH:13]=[C:12]2[C:7]([CH:8]=[CH:9][CH:10]=[N:11]2)=[CH:6][CH:5]=1)([O-])=O, predict the reaction product. The product is: [NH2:1][C:4]1[CH:13]=[C:12]2[C:7]([CH:8]=[CH:9][CH:10]=[N:11]2)=[CH:6][CH:5]=1.